Dataset: TCR-epitope binding with 47,182 pairs between 192 epitopes and 23,139 TCRs. Task: Binary Classification. Given a T-cell receptor sequence (or CDR3 region) and an epitope sequence, predict whether binding occurs between them. The epitope is FIAGLIAIV. The TCR CDR3 sequence is CASSFFPGELFF. Result: 0 (the TCR does not bind to the epitope).